Predict the reactants needed to synthesize the given product. From a dataset of Full USPTO retrosynthesis dataset with 1.9M reactions from patents (1976-2016). (1) Given the product [O:1]=[C:2]1[NH:6][C@H:5]([C:17]([O:19][C:20]([CH3:23])([CH3:22])[CH3:21])=[O:18])[CH2:4][C@H:3]1[CH2:24][CH2:25][CH2:26][C:27]1[CH:28]=[CH:29][CH:30]=[CH:31][CH:32]=1, predict the reactants needed to synthesize it. The reactants are: [O:1]=[C:2]1[N:6](C(OCC2C=CC=CC=2)=O)[C@H:5]([C:17]([O:19][C:20]([CH3:23])([CH3:22])[CH3:21])=[O:18])[CH2:4][C@H:3]1[CH2:24]/[CH:25]=[CH:26]/[C:27]1[CH:32]=[CH:31][CH:30]=[CH:29][CH:28]=1. (2) The reactants are: [C:1]([O:5][C:6]([N:8]1[CH2:13][CH2:12][CH:11]([N:14]2[CH:18]=[C:17]([C:19]3[CH:20]=[N:21][C:22]([NH2:34])=[C:23](B4OC(C)(C)C(C)(C)O4)[CH:24]=3)[CH:16]=[N:15]2)[CH2:10][CH2:9]1)=[O:7])([CH3:4])([CH3:3])[CH3:2].[Br:35][C:36]1[CH:45]=[CH:44][C:43]([F:46])=[C:42]2[C:37]=1[CH:38]=[C:39](OS(C(F)(F)F)(=O)=O)[N:40]=[CH:41]2.C([O-])([O-])=O.[Cs+].[Cs+]. Given the product [C:1]([O:5][C:6]([N:8]1[CH2:13][CH2:12][CH:11]([N:14]2[CH:18]=[C:17]([C:19]3[CH:20]=[N:21][C:22]([NH2:34])=[C:23]([C:39]4[N:40]=[CH:41][C:42]5[C:37]([CH:38]=4)=[C:36]([Br:35])[CH:45]=[CH:44][C:43]=5[F:46])[CH:24]=3)[CH:16]=[N:15]2)[CH2:10][CH2:9]1)=[O:7])([CH3:4])([CH3:2])[CH3:3], predict the reactants needed to synthesize it. (3) Given the product [Cl:1][C:2]1[N:7]=[C:6]([C:8]2[S:41][C:39]([CH:36]3[CH2:37][CH2:38][O:33][CH2:34][CH2:35]3)=[N:40][C:9]=2[C:11]2[C:12]([F:24])=[C:13]([NH:17][C:18](=[O:23])[O:19][CH2:20][CH:21]=[CH2:22])[CH:14]=[CH:15][CH:16]=2)[CH:5]=[CH:4][N:3]=1, predict the reactants needed to synthesize it. The reactants are: [Cl:1][C:2]1[N:7]=[C:6]([CH2:8][C:9]([C:11]2[C:12]([F:24])=[C:13]([NH:17][C:18](=[O:23])[O:19][CH2:20][CH:21]=[CH2:22])[CH:14]=[CH:15][CH:16]=2)=O)[CH:5]=[CH:4][N:3]=1.C1C(=O)N(Br)C(=O)C1.[O:33]1[CH2:38][CH2:37][CH:36]([C:39](=[S:41])[NH2:40])[CH2:35][CH2:34]1.O. (4) Given the product [CH3:31][O:30][C:27]1[CH:28]=[C:29]2[C:24](=[CH:25][C:26]=1[O:32][CH3:33])[N:23]=[CH:22][N:21]=[C:20]2[N:17]1[CH2:16][CH2:15][NH:14][CH:13]([C:8]2[CH:7]=[CH:6][C:5]3[C:10](=[CH:11][CH:12]=[C:3]([O:2][CH3:1])[CH:4]=3)[CH:9]=2)[CH2:18]1, predict the reactants needed to synthesize it. The reactants are: [CH3:1][O:2][C:3]1[CH:4]=[C:5]2[C:10](=[CH:11][CH:12]=1)[CH:9]=[C:8]([CH:13]1[CH2:18][NH:17][CH2:16][CH2:15][NH:14]1)[CH:7]=[CH:6]2.Cl[C:20]1[C:29]2[C:24](=[CH:25][C:26]([O:32][CH3:33])=[C:27]([O:30][CH3:31])[CH:28]=2)[N:23]=[CH:22][N:21]=1. (5) Given the product [CH2:16]([O:23][N:24]1[C:30](=[O:31])[N:29]2[CH2:32][C@H:25]1[CH2:26][CH2:27][C@H:28]2[C:33]1[O:41][C:37]([C:38]([NH2:40])=[O:39])=[N:36][N:35]=1)[C:17]1[CH:22]=[CH:21][CH:20]=[CH:19][CH:18]=1, predict the reactants needed to synthesize it. The reactants are: O(S(C(F)(F)F)(=O)=O)S(C(F)(F)F)(=O)=O.[CH2:16]([O:23][N:24]1[C:30](=[O:31])[N:29]2[CH2:32][C@H:25]1[CH2:26][CH2:27][C@H:28]2[C:33]([NH:35][NH:36][C:37](=[O:41])[C:38]([NH2:40])=[O:39])=O)[C:17]1[CH:22]=[CH:21][CH:20]=[CH:19][CH:18]=1.N1C=CC=CC=1. (6) The reactants are: [H-].[Na+].[C:3](=[O:10])([O:7][CH2:8][CH3:9])OCC.[CH2:11]([O:18][C:19]1[CH:24]=[CH:23][C:22]([C:25](=[O:27])[CH3:26])=[CH:21][CH:20]=1)[C:12]1[CH:17]=[CH:16][CH:15]=[CH:14][CH:13]=1.O. Given the product [CH2:8]([O:7][C:3](=[O:10])[CH2:26][C:25]([C:22]1[CH:23]=[CH:24][C:19]([O:18][CH2:11][C:12]2[CH:17]=[CH:16][CH:15]=[CH:14][CH:13]=2)=[CH:20][CH:21]=1)=[O:27])[CH3:9], predict the reactants needed to synthesize it. (7) Given the product [CH2:2]([O:4][C:5](=[O:34])[C:6]1[CH:11]=[CH:10][CH:9]=[C:8]([O:12][CH2:13][CH2:14][CH2:15][N:16]2[C:20]3[CH:21]=[CH:22][CH:23]=[CH:24][C:19]=3[N:18]([CH2:25][C:26]3[CH:31]=[CH:30][C:29]([N:98]4[CH2:97][CH2:96][N:95]([CH2:94][C:89]5[CH:90]=[CH:91][CH:92]=[CH:93][C:88]=5[C:85]5[CH:86]=[CH:87][C:82]([Cl:81])=[CH:83][CH:84]=5)[CH2:100][CH2:99]4)=[CH:28][CH:27]=3)[C:17]2=[NH:33])[CH:7]=1)[CH3:3], predict the reactants needed to synthesize it. The reactants are: Br.[CH2:2]([O:4][C:5](=[O:34])[C:6]1[CH:11]=[CH:10][CH:9]=[C:8]([O:12][CH2:13][CH2:14][CH2:15][N:16]2[C:20]3[CH:21]=[CH:22][CH:23]=[CH:24][C:19]=3[N:18]([CH2:25][C:26]3[CH:31]=[CH:30][C:29](Br)=[CH:28][CH:27]=3)[C:17]2=[NH:33])[CH:7]=1)[CH3:3].C1C=CC(P(C2C(C3C(P(C4C=CC=CC=4)C4C=CC=CC=4)=CC=C4C=3C=CC=C4)=C3C(C=CC=C3)=CC=2)C2C=CC=CC=2)=CC=1.[Cl:81][C:82]1[CH:87]=[CH:86][C:85]([C:88]2[CH:93]=[CH:92][CH:91]=[CH:90][C:89]=2[CH2:94][N:95]2[CH2:100][CH2:99][NH:98][CH2:97][CH2:96]2)=[CH:84][CH:83]=1.C([O-])([O-])=O.[Cs+].[Cs+]. (8) Given the product [CH2:1]([O:3][C:4]1[CH:5]=[C:6](/[CH:7]=[CH:22]/[C:23]#[N:24])[CH:9]=[CH:10][C:11]=1[O:12][CH3:13])[CH3:2], predict the reactants needed to synthesize it. The reactants are: [CH2:1]([O:3][C:4]1[CH:5]=[C:6]([CH:9]=[CH:10][C:11]=1[O:12][CH3:13])[CH:7]=O)[CH3:2].C([O-])([O-])=O.[K+].[K+].P(=O)([O-])O[C:22](CC)(CC)[C:23]#[N:24]. (9) Given the product [CH3:1][C:2]1[C:19]([CH2:20][C:21]2[C:30]3[C:25](=[CH:26][CH:27]=[CH:28][CH:29]=3)[CH:24]=[CH:23][CH:22]=2)=[C:5]2[N:6]=[C:7]([N:13]3[CH2:18][CH2:17][O:16][CH2:15][CH2:14]3)[CH:8]=[C:9]([C:10]#[N:12])[N:4]2[N:3]=1, predict the reactants needed to synthesize it. The reactants are: [CH3:1][C:2]1[C:19]([CH2:20][C:21]2[C:30]3[C:25](=[CH:26][CH:27]=[CH:28][CH:29]=3)[CH:24]=[CH:23][CH:22]=2)=[C:5]2[N:6]=[C:7]([N:13]3[CH2:18][CH2:17][O:16][CH2:15][CH2:14]3)[CH:8]=[C:9]([C:10]([NH2:12])=O)[N:4]2[N:3]=1.S(Cl)(Cl)=O.O. (10) Given the product [F:8][C:6]1[CH:5]=[C:4]([CH:9]([CH:14]2[CH2:15][N:16]([C:18]([O:20][C:21]([CH3:24])([CH3:23])[CH3:22])=[O:19])[CH2:17]2)[C:10]([CH3:11])([CH3:12])[CH3:13])[CH:3]=[C:2]([F:1])[CH:7]=1, predict the reactants needed to synthesize it. The reactants are: [F:1][C:2]1[CH:3]=[C:4]([C:9](=[C:14]2[CH2:17][N:16]([C:18]([O:20][C:21]([CH3:24])([CH3:23])[CH3:22])=[O:19])[CH2:15]2)[C:10]([CH3:13])([CH3:12])[CH3:11])[CH:5]=[C:6]([F:8])[CH:7]=1.[H][H].